This data is from Forward reaction prediction with 1.9M reactions from USPTO patents (1976-2016). The task is: Predict the product of the given reaction. (1) Given the reactants [N:1]1[C:10]2[C@@H:9]([NH:11][CH2:12][CH2:13][CH2:14][CH2:15][N:16]3[C:24](=[O:25])[C:23]4[C:18](=[CH:19][CH:20]=[CH:21][CH:22]=4)[C:17]3=[O:26])[CH2:8][CH2:7][CH2:6][C:5]=2[CH:4]=[CH:3][CH:2]=1.Cl[CH2:28][C:29]1[N:33]([CH3:34])[C:32]2[CH:35]=[CH:36][CH:37]=[CH:38][C:31]=2[N:30]=1.CNC1C=CC=CC=1N.ClCC(O)=O.C(N(C(C)C)CC)(C)C.[I-].[K+], predict the reaction product. The product is: [CH3:34][N:33]1[C:32]2[CH:35]=[CH:36][CH:37]=[CH:38][C:31]=2[N:30]=[C:29]1[CH2:28][N:11]([CH:9]1[C:10]2[N:1]=[CH:2][CH:3]=[CH:4][C:5]=2[CH2:6][CH2:7][CH2:8]1)[CH2:12][CH2:13][CH2:14][CH2:15][N:16]1[C:24](=[O:25])[C:23]2[C:18](=[CH:19][CH:20]=[CH:21][CH:22]=2)[C:17]1=[O:26]. (2) Given the reactants C1C2C(COC([N:18]3[CH2:23][CH2:22][N:21]([C@H:24]4[CH2:29][CH2:28][N:27]([C:30](=[O:45])[C:31]5[CH:36]=[C:35]([C:37]([F:40])([F:39])[F:38])[CH:34]=[C:33]([C:41]([F:44])([F:43])[F:42])[CH:32]=5)[CH2:26][C@H:25]4[C:46]4[CH:51]=[CH:50][C:49]([Cl:52])=[CH:48][CH:47]=4)[CH2:20][CH2:19]3)=O)C3C(=CC=CC=3)C=2C=CC=1.N1CCCCC1.N1C=CC=CC=1.[F:72][C:71]([F:74])([F:73])[C:70](O[C:70](=[O:75])[C:71]([F:74])([F:73])[F:72])=[O:75], predict the reaction product. The product is: [F:44][C:41]([F:42])([F:43])[C:33]1[CH:32]=[C:31]([CH:36]=[C:35]([C:37]([F:38])([F:40])[F:39])[CH:34]=1)[C:30]([N:27]1[CH2:28][CH2:29][C@H:24]([N:21]2[CH2:22][CH2:23][N:18]([C:70](=[O:75])[C:71]([F:72])([F:73])[F:74])[CH2:19][CH2:20]2)[C@H:25]([C:46]2[CH:51]=[CH:50][C:49]([Cl:52])=[CH:48][CH:47]=2)[CH2:26]1)=[O:45]. (3) The product is: [C:16]([O:15][C:13]([N:11]1[CH2:12][CH:9]([O:8][C:5]2[CH:6]=[N:7][C:2]([N:29]3[C:30]4[C:26](=[CH:25][C:24]([S:21]([CH3:20])(=[O:23])=[O:22])=[CH:32][CH:31]=4)[CH:27]=[CH:28]3)=[CH:3][CH:4]=2)[CH2:10]1)=[O:14])([CH3:19])([CH3:18])[CH3:17]. Given the reactants Cl[C:2]1[N:7]=[CH:6][C:5]([O:8][CH:9]2[CH2:12][N:11]([C:13]([O:15][C:16]([CH3:19])([CH3:18])[CH3:17])=[O:14])[CH2:10]2)=[CH:4][CH:3]=1.[CH3:20][S:21]([C:24]1[CH:25]=[C:26]2[C:30](=[CH:31][CH:32]=1)[NH:29][CH:28]=[CH:27]2)(=[O:23])=[O:22], predict the reaction product. (4) Given the reactants [NH2:1][C:2]1[CH:3]=[C:4]([CH:40]=[CH:41][CH:42]=1)[CH2:5][O:6][CH:7]1[CH:12]([C:13]2[CH:18]=[CH:17][C:16]([O:19][CH2:20][CH2:21][CH2:22][O:23][CH2:24][C:25]3[CH:30]=[CH:29][CH:28]=[CH:27][C:26]=3[O:31][CH3:32])=[CH:15][CH:14]=2)[CH2:11][CH2:10][N:9]([C:33]([O:35][C:36]([CH3:39])([CH3:38])[CH3:37])=[O:34])[CH2:8]1.[CH3:43][O:44][CH2:45][CH2:46][C:47](Cl)=[O:48], predict the reaction product. The product is: [CH3:32][O:31][C:26]1[CH:27]=[CH:28][CH:29]=[CH:30][C:25]=1[CH2:24][O:23][CH2:22][CH2:21][CH2:20][O:19][C:16]1[CH:15]=[CH:14][C:13]([CH:12]2[CH2:11][CH2:10][N:9]([C:33]([O:35][C:36]([CH3:38])([CH3:37])[CH3:39])=[O:34])[CH2:8][CH:7]2[O:6][CH2:5][C:4]2[CH:40]=[CH:41][CH:42]=[C:2]([NH:1][C:47](=[O:48])[CH2:46][CH2:45][O:44][CH3:43])[CH:3]=2)=[CH:18][CH:17]=1. (5) Given the reactants [CH2:1]([N:8]([CH3:25])[CH:9]1[CH2:14][NH:13][CH2:12][CH:11]([C:15]([NH:17][C:18]2[CH:23]=[CH:22][C:21]([Cl:24])=[CH:20][CH:19]=2)=[O:16])[CH2:10]1)[C:2]1[CH:7]=[CH:6][CH:5]=[CH:4][CH:3]=1.[O:26]1[CH:30]=[CH:29][CH:28]=[C:27]1[C:31]1[CH:32]=[C:33]([CH:37]=[CH:38][CH:39]=1)[C:34](O)=[O:35].C(N(C(C)C)CC)(C)C.Cl.Cl.CN(C)CCCN=C=NCC, predict the reaction product. The product is: [CH2:1]([N:8]([CH3:25])[CH:9]1[CH2:14][N:13]([C:34](=[O:35])[C:33]2[CH:37]=[CH:38][CH:39]=[C:31]([C:27]3[O:26][CH:30]=[CH:29][CH:28]=3)[CH:32]=2)[CH2:12][CH:11]([C:15]([NH:17][C:18]2[CH:19]=[CH:20][C:21]([Cl:24])=[CH:22][CH:23]=2)=[O:16])[CH2:10]1)[C:2]1[CH:3]=[CH:4][CH:5]=[CH:6][CH:7]=1. (6) Given the reactants [NH2:1][C:2]1[CH:6]=[C:5]([Br:7])[S:4][C:3]=1[C:8]([O:10]C)=O.[OH-].[Na+].Cl.[Cl-].[NH4+].C([N:19](CC)CC)C.ON1C2C=CC=CC=2N=N1.Cl.C(N=C=NCCCN(C)C)C.C([O-])(O)=O.[Na+], predict the reaction product. The product is: [NH2:1][C:2]1[CH:6]=[C:5]([Br:7])[S:4][C:3]=1[C:8]([NH2:19])=[O:10]. (7) The product is: [N:4]1[CH:9]=[CH:8][CH:7]=[CH:6][C:5]=1[NH:10][C:11]1[O:15][C:14]([C:16]([NH:18][C:19]2[CH:20]=[CH:21][C:22]([C@H:25]3[CH2:26][CH2:27][C@H:28]([CH2:31][C:32]([OH:34])=[O:33])[CH2:29][CH2:30]3)=[CH:23][CH:24]=2)=[O:17])=[N:13][N:12]=1. Given the reactants O.[OH-].[Li+].[N:4]1[CH:9]=[CH:8][CH:7]=[CH:6][C:5]=1[NH:10][C:11]1[O:15][C:14]([C:16]([NH:18][C:19]2[CH:24]=[CH:23][C:22]([C@H:25]3[CH2:30][CH2:29][C@H:28]([CH2:31][C:32]([O:34]C)=[O:33])[CH2:27][CH2:26]3)=[CH:21][CH:20]=2)=[O:17])=[N:13][N:12]=1, predict the reaction product.